Dataset: HIV replication inhibition screening data with 41,000+ compounds from the AIDS Antiviral Screen. Task: Binary Classification. Given a drug SMILES string, predict its activity (active/inactive) in a high-throughput screening assay against a specified biological target. (1) The molecule is CC(=O)OCC1OC(n2c(C)c(N=Nc3ccc(C)cc3)c(C)c(C#N)c2=S)C(OC(C)=O)C(OC(C)=O)C1OC(C)=O. The result is 0 (inactive). (2) The drug is S=P(Oc1cc(Cl)c(Cl)cc1Cl)(N1CCN(c2cccc(Cl)c2)CC1)N1CCN(c2cccc(Cl)c2)CC1. The result is 0 (inactive). (3) The compound is CC(CCc1ccccc1)=NNc1ccc([N+](=O)[O-])cc1[N+](=O)[O-]. The result is 0 (inactive). (4) The molecule is CN1OC(C#N)(C#N)C(C#N)(C#N)C1c1ccccc1. The result is 0 (inactive). (5) The compound is O=P(O)(O)OP(=O)(O)O. The result is 1 (active). (6) The drug is CCN(CC)C(=O)C1(C)NS(=O)(=O)c2ccccc2C1=O. The result is 0 (inactive).